From a dataset of Reaction yield outcomes from USPTO patents with 853,638 reactions. Predict the reaction yield, written as a fraction of the theoretical maximum amount of product (1.0 means a 100% yield; for example, 0.34 means a 34% yield). The reactants are [C:1]([O:5][C:6](=[O:15])[C:7]1[CH:12]=[CH:11][C:10]([F:13])=[CH:9][C:8]=1[Br:14])([CH3:4])([CH3:3])[CH3:2].C([N-]C(C)C)(C)C.[Li+].CN([CH:27]=[O:28])C. The catalyst is C1COCC1. The product is [C:1]([O:5][C:6](=[O:15])[C:7]1[CH:12]=[CH:11][C:10]([F:13])=[C:9]([CH:27]=[O:28])[C:8]=1[Br:14])([CH3:4])([CH3:2])[CH3:3]. The yield is 0.620.